This data is from Forward reaction prediction with 1.9M reactions from USPTO patents (1976-2016). The task is: Predict the product of the given reaction. (1) Given the reactants [CH2:1]([O:3][C:4](=[O:22])[CH2:5][NH:6][CH2:7][CH2:8][NH:9][S:10]([C:13]1[S:14][C:15]2[CH:21]=[CH:20][CH:19]=[CH:18][C:16]=2[N:17]=1)(=[O:12])=[O:11])[CH3:2].[CH2:23]([O:33][C:34]([NH:36][C:37]1[N:45]=[CH:44][N:43]=[C:42]2[C:38]=1[N:39]=[CH:40][N:41]2[CH2:46][C:47](O)=[O:48])=[O:35])[C:24]1[CH:32]=[CH:31][C:30]2[O:29][CH2:28][O:27][C:26]=2[CH:25]=1, predict the reaction product. The product is: [CH2:1]([O:3][C:4](=[O:22])[CH2:5][N:6]([CH2:7][CH2:8][NH:9][S:10]([C:13]1[S:14][C:15]2[CH:21]=[CH:20][CH:19]=[CH:18][C:16]=2[N:17]=1)(=[O:12])=[O:11])[C:47](=[O:48])[CH2:46][N:41]1[CH:40]=[N:39][C:38]2[C:42]1=[N:43][CH:44]=[N:45][C:37]=2[NH:36][C:34]([O:33][CH2:23][C:24]1[CH:32]=[CH:31][C:30]2[O:29][CH2:28][O:27][C:26]=2[CH:25]=1)=[O:35])[CH3:2]. (2) Given the reactants CO[C:3]([CH:5]1[CH2:9][CH:8]([OH:10])[CH:7]([CH2:11][NH:12][C:13]([C:15]2[S:16][C:17]([Cl:20])=[CH:18][CH:19]=2)=[O:14])[CH2:6]1)=[O:4].[NH2:21][C:22]1[CH:27]=[CH:26][C:25]([N:28]2[CH2:33][CH2:32][O:31][CH2:30][C:29]2=[O:34])=[CH:24][CH:23]=1, predict the reaction product. The product is: [OH:10][CH:8]1[CH2:9][CH:5]([C:3](=[O:4])[NH:21][C:22]2[CH:23]=[CH:24][C:25]([N:28]3[CH2:33][CH2:32][O:31][CH2:30][C:29]3=[O:34])=[CH:26][CH:27]=2)[CH2:6][CH:7]1[CH2:11][NH:12][C:13]([C:15]1[S:16][C:17]([Cl:20])=[CH:18][CH:19]=1)=[O:14].